This data is from Catalyst prediction with 721,799 reactions and 888 catalyst types from USPTO. The task is: Predict which catalyst facilitates the given reaction. (1) Product: [CH2:26]([C:25]1[C:24](=[O:33])[O:23][C@H:11]([CH2:12][CH2:13][CH2:14][CH2:15][CH2:16][CH2:17][CH2:18][CH2:19][CH2:20][CH2:21][CH3:22])[CH2:10][C:9]=1[OH:34])[CH2:27][CH2:28][CH2:29][CH2:30][CH3:31]. The catalyst class is: 13. Reactant: C([Mg]Cl)(C)(C)C.CO[C:9](=[O:34])[CH2:10][C@H:11]([O:23][C:24](=[O:33])[CH:25](Br)[CH2:26][CH2:27][CH2:28][CH2:29][CH2:30][CH3:31])[CH2:12][CH2:13][CH2:14][CH2:15][CH2:16][CH2:17][CH2:18][CH2:19][CH2:20][CH2:21][CH3:22].C1COCC1.C([Mg]Cl)(C)(C)C.C1COCC1. (2) Reactant: [OH-].[Na+:2].[CH:3]1[C:8]([Cl:9])=[C:7]([S:10]([NH2:13])(=[O:12])=[O:11])[CH:6]=[C:5]2[S:14]([NH:17][CH:18]=[N:19][C:4]=12)(=[O:16])=[O:15]. Product: [CH:3]1[C:8]([Cl:9])=[C:7]([S:10]([NH2:13])(=[O:11])=[O:12])[CH:6]=[C:5]2[S:14]([N-:17][CH:18]=[N:19][C:4]=12)(=[O:16])=[O:15].[Na+:2]. The catalyst class is: 5. (3) Reactant: [NH2:1][C:2]1[C:3]2[NH:10][CH:9]=[C:8]([C@@H:11]3[N:15](C(OC(C)(C)C)=O)[C@H:14]([CH2:23][O:24][C:25](=[O:38])[CH:26]([NH:30]C(OC(C)(C)C)=O)[CH:27]([CH3:29])[CH3:28])[C@H:13]4[O:39]C(C)(C)[O:41][C@@H:12]34)[C:4]=2[N:5]=[CH:6][N:7]=1.[S:44](=[O:48])(=[O:47])([OH:46])[OH:45]. Product: [S:44]([OH:48])([OH:47])(=[O:46])=[O:45].[NH2:30][CH:26]([CH:27]([CH3:29])[CH3:28])[C:25]([O:24][CH2:23][C@@H:14]1[C@@H:13]([OH:39])[C@@H:12]([OH:41])[C@H:11]([C:8]2[C:4]3[N:5]=[CH:6][N:7]=[C:2]([NH2:1])[C:3]=3[NH:10][CH:9]=2)[NH:15]1)=[O:38]. The catalyst class is: 21. (4) Reactant: Cl.[Cl:2][C:3]1[CH:8]=[CH:7][C:6]([C:9]2[N:14]=[C:13]([C:15]([NH:17][C@H:18]([C:23]([CH3:26])([CH3:25])[CH3:24])[CH2:19][C:20](O)=[O:21])=[O:16])[CH:12]=[CH:11][C:10]=2[C:27]2[CH:32]=[CH:31][CH:30]=[CH:29][C:28]=2[CH3:33])=[CH:5][C:4]=1[O:34][CH2:35][CH2:36][CH2:37][N:38]([CH3:40])[CH3:39].[CH3:41][S:42]([NH2:45])(=[O:44])=[O:43].CCN=C=NCCCN(C)C.Cl. Product: [ClH:2].[Cl:2][C:3]1[CH:8]=[CH:7][C:6]([C:9]2[N:14]=[C:13]([C:15]([NH:17][C@@H:18]([CH2:19][C:20]([NH:45][S:42]([CH3:41])(=[O:44])=[O:43])=[O:21])[C:23]([CH3:25])([CH3:24])[CH3:26])=[O:16])[CH:12]=[CH:11][C:10]=2[C:27]2[CH:32]=[CH:31][CH:30]=[CH:29][C:28]=2[CH3:33])=[CH:5][C:4]=1[O:34][CH2:35][CH2:36][CH2:37][N:38]([CH3:40])[CH3:39]. The catalyst class is: 64. (5) Reactant: [C:1]([O:5][C:6]([NH:8][CH2:9][C:10]1[N:11]([CH2:33][CH:34]([CH3:36])[CH3:35])[C:12](=[O:32])[C:13]2[C:18]([C:19]=1[C:20]1[CH:25]=[CH:24][C:23]([CH3:26])=[CH:22][CH:21]=1)=[CH:17][C:16](/[CH:27]=[CH:28]/[C:29]([O-:31])=[O:30])=[CH:15][CH:14]=2)=[O:7])([CH3:4])([CH3:3])[CH3:2].CO.[OH-].[Na+].Cl. Product: [C:1]([O:5][C:6]([NH:8][CH2:9][C:10]1[N:11]([CH2:33][CH:34]([CH3:36])[CH3:35])[C:12](=[O:32])[C:13]2[C:18]([C:19]=1[C:20]1[CH:21]=[CH:22][C:23]([CH3:26])=[CH:24][CH:25]=1)=[CH:17][C:16](/[CH:27]=[CH:28]/[C:29]([OH:31])=[O:30])=[CH:15][CH:14]=2)=[O:7])([CH3:2])([CH3:4])[CH3:3]. The catalyst class is: 30. (6) Reactant: Cl[CH2:2][CH2:3][CH2:4][CH2:5]/[C:6](=[N:13]\[S@:14]([C:16]([CH3:19])([CH3:18])[CH3:17])=[O:15])/[C:7]1[CH:12]=[CH:11][CH:10]=[CH:9][CH:8]=1.CC(C[AlH]CC(C)C)C.[Li+].C[Si]([N-][Si](C)(C)C)(C)C. Product: [CH3:17][C:16]([S@@:14]([N:13]1[CH2:2][CH2:3][CH2:4][CH2:5][C@H:6]1[C:7]1[CH:12]=[CH:11][CH:10]=[CH:9][CH:8]=1)=[O:15])([CH3:19])[CH3:18]. The catalyst class is: 5.